Dataset: Forward reaction prediction with 1.9M reactions from USPTO patents (1976-2016). Task: Predict the product of the given reaction. (1) Given the reactants [C:1](Cl)(=[O:5])[CH2:2][CH2:3][CH3:4].[CH3:7][NH:8][C:9]1[CH:14]=[CH:13][C:12]([N+:15]([O-:17])=[O:16])=[CH:11][CH:10]=1.C(N(CC)CC)C, predict the reaction product. The product is: [CH3:7][N:8]([C:9]1[CH:10]=[CH:11][C:12]([N+:15]([O-:17])=[O:16])=[CH:13][CH:14]=1)[C:1](=[O:5])[CH2:2][CH2:3][CH3:4]. (2) The product is: [ClH:29].[CH3:1][N:2]([CH3:21])[C:3]1[N:4]=[C:5]([NH:19][CH3:20])[C:6]2[N:12]=[C:11]([N:13]([CH3:23])[CH2:14][CH2:15][CH3:16])[N:10]=[C:9]([NH2:17])[C:7]=2[N:8]=1. Given the reactants [CH3:1][N:2]([CH3:21])[C:3]1[N:4]=[C:5]([NH:19][CH3:20])[C:6]2[N:12]=[C:11]([NH:13][CH2:14][CH2:15][CH3:16])[N:10]=[C:9]([NH:17]C)[C:7]=2[N:8]=1.Cl.[CH2:23](OCC)C.Cl.[Cl:29]C1N=C(NCCC)C2N=C(NC)N=C(NCCC)C=2N=1, predict the reaction product.